Dataset: Reaction yield outcomes from USPTO patents with 853,638 reactions. Task: Predict the reaction yield, written as a fraction of the theoretical maximum amount of product (1.0 means a 100% yield; for example, 0.34 means a 34% yield). (1) The reactants are [Br:1][C:2]1[CH:3]=[C:4]([N:8]2[CH:12]=[C:11]([CH3:13])[N:10]=[C:9]2S)[CH:5]=[CH:6][CH:7]=1.OO. The catalyst is C(O)(=O)C.O. The product is [Br:1][C:2]1[CH:3]=[C:4]([N:8]2[CH:12]=[C:11]([CH3:13])[N:10]=[CH:9]2)[CH:5]=[CH:6][CH:7]=1. The yield is 0.720. (2) The reactants are [Cl-].O[NH3+:3].[C:4](=[O:7])([O-])[OH:5].[Na+].CS(C)=O.[CH2:13]([O:15][C:16]1[CH:21]=[CH:20][C:19]([N:22]2[C:27](=[O:28])[C:26]([CH2:29][C:30]3[CH:35]=[CH:34][C:33]([C:36]4[C:37]([C:42]#[N:43])=[CH:38][CH:39]=[CH:40][CH:41]=4)=[CH:32][CH:31]=3)=[C:25]([CH2:44][CH2:45][CH3:46])[N:24]=[C:23]2[CH3:47])=[CH:18][CH:17]=1)[CH3:14]. The catalyst is O.C(OCC)(=O)C. The product is [CH2:13]([O:15][C:16]1[CH:21]=[CH:20][C:19]([N:22]2[C:27](=[O:28])[C:26]([CH2:29][C:30]3[CH:35]=[CH:34][C:33]([C:36]4[CH:41]=[CH:40][CH:39]=[CH:38][C:37]=4[C:42]4[NH:3][C:4](=[O:7])[O:5][N:43]=4)=[CH:32][CH:31]=3)=[C:25]([CH2:44][CH2:45][CH3:46])[N:24]=[C:23]2[CH3:47])=[CH:18][CH:17]=1)[CH3:14]. The yield is 0.700. (3) The reactants are [F:1][C:2]1[CH:11]=[C:10]2[C:5]([CH:6]=[C:7]([C@@H:18]([N:20]3C(=O)C4C(=CC=CC=4)C3=O)[CH3:19])[C:8]([C:12]3[CH:17]=[CH:16][CH:15]=[CH:14][N:13]=3)=[N:9]2)=[CH:4][CH:3]=1.NN. The catalyst is C(O)C. The product is [F:1][C:2]1[CH:11]=[C:10]2[C:5]([CH:6]=[C:7]([C@@H:18]([NH2:20])[CH3:19])[C:8]([C:12]3[CH:17]=[CH:16][CH:15]=[CH:14][N:13]=3)=[N:9]2)=[CH:4][CH:3]=1. The yield is 0.710. (4) The reactants are C(OC(N1CCC2C([NH:20][CH2:21][C:22]3[CH:27]=[CH:26][C:25](SC(=O)N(C)C)=[CH:24][CH:23]=3)=C(Cl)C=CC=2CC1)=O)(C)(C)C.ClC1C=CC2CCNCCC=2C=1NCC1C=CC([S:54][C:55](=[O:59])[N:56]([CH3:58])[CH3:57])=CC=1.C(OC(OC(OC(C)(C)C)=O)=O)(C)(C)C.C(N(CC)CC)C. The catalyst is C(Cl)Cl. The product is [CH3:57][N:56]([CH3:58])[C:55]([O:59][C:25]1[CH:24]=[CH:23][C:22]([C:21]#[N:20])=[CH:27][CH:26]=1)=[S:54]. The yield is 0.910. (5) The reactants are [CH3:1][C:2]1[CH:7]=[CH:6][CH:5]=[CH:4][C:3]=1[CH3:8].[I:9]I. The catalyst is C(Cl)Cl.FC(F)(F)S([O-])(=O)=O.[Ag+]. The product is [I:9][C:6]1[CH:5]=[CH:4][C:3]([CH3:8])=[C:2]([CH3:1])[CH:7]=1. The yield is 0.780. (6) The yield is 0.990. The catalyst is ClCCl. The reactants are [O:1]=[C:2]1[C:7]2([CH2:12][CH2:11][N:10](C(OC(C)(C)C)=O)[CH2:9][CH2:8]2)[CH2:6][CH2:5][CH2:4][N:3]1[CH2:20][C:21]1[C:29]2[C:24](=[CH:25][CH:26]=[CH:27][CH:28]=2)[N:23]([S:30]([C:33]2[CH:39]=[CH:38][C:36]([CH3:37])=[CH:35][CH:34]=2)(=[O:32])=[O:31])[CH:22]=1.C(O)(C(F)(F)F)=O. The product is [S:30]([N:23]1[C:24]2[C:29](=[CH:28][CH:27]=[CH:26][CH:25]=2)[C:21]([CH2:20][N:3]2[CH2:4][CH2:5][CH2:6][C:7]3([CH2:12][CH2:11][NH:10][CH2:9][CH2:8]3)[C:2]2=[O:1])=[CH:22]1)([C:33]1[CH:39]=[CH:38][C:36]([CH3:37])=[CH:35][CH:34]=1)(=[O:31])=[O:32].